Dataset: Forward reaction prediction with 1.9M reactions from USPTO patents (1976-2016). Task: Predict the product of the given reaction. (1) Given the reactants C([O:5][C:6]1[N:15]=[CH:14][CH:13]=[C:12]2[C:7]=1[C:8]1[CH:22]=[C:21]([F:23])[CH:20]=[CH:19][C:9]=1[C:10]([C:16]([CH3:18])=[CH2:17])=[N:11]2)CCC.S(=O)(=O)(O)O.[OH-].[Na+], predict the reaction product. The product is: [F:23][C:21]1[CH:20]=[CH:19][C:9]2[C:10]([C:16]([CH3:18])=[CH2:17])=[N:11][C:12]3[CH:13]=[CH:14][NH:15][C:6](=[O:5])[C:7]=3[C:8]=2[CH:22]=1. (2) Given the reactants [OH:1][N:2]=[C:3]([NH2:10])[C:4]1[CH:9]=[CH:8][CH:7]=[N:6][CH:5]=1.[F:11][C:12]1[CH:20]=[C:19]([F:21])[CH:18]=[CH:17][C:13]=1[C:14](O)=O.N, predict the reaction product. The product is: [F:11][C:12]1[CH:20]=[C:19]([F:21])[CH:18]=[CH:17][C:13]=1[C:14]1[O:1][N:2]=[C:3]([C:4]2[CH:5]=[N:6][CH:7]=[CH:8][CH:9]=2)[N:10]=1. (3) Given the reactants [Na].C(O[C:5](=[O:17])[CH2:6][CH2:7][NH:8][C:9](=[O:16])[CH2:10][C:11]([O:13][CH2:14][CH3:15])=[O:12])C.Cl, predict the reaction product. The product is: [O:16]=[C:9]1[CH:10]([C:11]([O:13][CH2:14][CH3:15])=[O:12])[C:5](=[O:17])[CH2:6][CH2:7][NH:8]1. (4) Given the reactants Cl[C:2]1[N:7]=[C:6]([O:8][C:9]2[C:18]3[C:13](=[CH:14][CH:15]=[CH:16][CH:17]=3)[C:12]([NH:19][C:20]([NH:22][C:23]3[N:27]([C:28]4[CH:33]=[CH:32][C:31]([CH3:34])=[CH:30][CH:29]=4)[N:26]=[C:25]([CH:35]([CH3:37])[CH3:36])[CH:24]=3)=[O:21])=[CH:11][CH:10]=2)[CH:5]=[CH:4][N:3]=1.[CH3:38][O:39][C:40]1[CH:41]=[C:42]([CH:44]=[C:45]([O:47][CH2:48][CH2:49][O:50][CH2:51][CH2:52][O:53][CH2:54][CH2:55][O:56][CH3:57])[CH:46]=1)[NH2:43], predict the reaction product. The product is: [CH:35]([C:25]1[CH:24]=[C:23]([NH:22][C:20]([NH:19][C:12]2[C:13]3[C:18](=[CH:17][CH:16]=[CH:15][CH:14]=3)[C:9]([O:8][C:6]3[CH:5]=[CH:4][N:3]=[C:2]([NH:43][C:42]4[CH:44]=[C:45]([O:47][CH2:48][CH2:49][O:50][CH2:51][CH2:52][O:53][CH2:54][CH2:55][O:56][CH3:57])[CH:46]=[C:40]([O:39][CH3:38])[CH:41]=4)[N:7]=3)=[CH:10][CH:11]=2)=[O:21])[N:27]([C:28]2[CH:33]=[CH:32][C:31]([CH3:34])=[CH:30][CH:29]=2)[N:26]=1)([CH3:37])[CH3:36]. (5) Given the reactants FC(F)(F)S(O[C:7]1[CH:11]=[C:10]([C:12]2[CH:17]=[CH:16][C:15]([Cl:18])=[CH:14][CH:13]=2)[N:9]([C:19]2[CH:24]=[CH:23][CH:22]=[CH:21][C:20]=2[O:25][CH3:26])[N:8]=1)(=O)=O.CC1(C)COB([C:36]2[C:37]([CH3:44])([CH3:43])[O:38][C:39]([CH3:42])([CH3:41])[CH:40]=2)OC1.C(=O)([O-])[O-].[Na+].[Na+], predict the reaction product. The product is: [Cl:18][C:15]1[CH:16]=[CH:17][C:12]([C:10]2[N:9]([C:19]3[CH:24]=[CH:23][CH:22]=[CH:21][C:20]=3[O:25][CH3:26])[N:8]=[C:7]([C:36]3[C:37]([CH3:44])([CH3:43])[O:38][C:39]([CH3:42])([CH3:41])[CH:40]=3)[CH:11]=2)=[CH:13][CH:14]=1.